Regression. Given two drug SMILES strings and cell line genomic features, predict the synergy score measuring deviation from expected non-interaction effect. From a dataset of NCI-60 drug combinations with 297,098 pairs across 59 cell lines. Synergy scores: CSS=5.40, Synergy_ZIP=-11.3, Synergy_Bliss=-25.7, Synergy_Loewe=-29.4, Synergy_HSA=-19.4. Drug 1: C1=CC(=CC=C1CCCC(=O)O)N(CCCl)CCCl. Drug 2: C1CN1P(=S)(N2CC2)N3CC3. Cell line: HCC-2998.